From a dataset of Forward reaction prediction with 1.9M reactions from USPTO patents (1976-2016). Predict the product of the given reaction. (1) Given the reactants F[C:2]1[CH:7]=[CH:6][C:5]([CH2:8][C:9]([O:11][CH3:12])=[O:10])=[C:4]([OH:13])[CH:3]=1.[Br-].[Cl:15]C1C=CC(O)=C(C=1)C[P+](C1C=CC=CC=1)(C1C=CC=CC=1)C1C=CC=CC=1, predict the reaction product. The product is: [Cl:15][C:7]1[CH:2]=[CH:3][C:4]([OH:13])=[C:5]([CH2:8][C:9]([O:11][CH3:12])=[O:10])[CH:6]=1. (2) The product is: [Cl:1][C:2]1[CH:10]=[CH:9][C:5]([C:6]([O:8][CH3:12])=[O:7])=[C:4]([OH:11])[CH:3]=1. Given the reactants [Cl:1][C:2]1[CH:10]=[CH:9][C:5]([C:6]([OH:8])=[O:7])=[C:4]([OH:11])[CH:3]=1.[CH3:12]COCC, predict the reaction product. (3) Given the reactants [CH3:1][C:2]1[CH:7]=[C:6]([CH3:8])[CH:5]=[C:4]([CH3:9])[C:3]=1[N:10]=[C:11]=[O:12].[NH2:13][C:14]1[CH:19]=[C:18]([F:20])[CH:17]=[CH:16][C:15]=1[C:21]([NH:23][C@H:24]([C:32]([O:34][CH3:35])=[O:33])[C@@H:25]([CH3:31])[O:26][C:27]([CH3:30])([CH3:29])[CH3:28])=[O:22].CCCCCC.C(OCC)(=O)C, predict the reaction product. The product is: [CH3:30][C:27]([O:26][C@H:25]([CH3:31])[C@@H:24]([C:32]([O:34][CH3:35])=[O:33])[NH:23][C:21]([C:15]1[CH:16]=[CH:17][C:18]([F:20])=[CH:19][C:14]=1[NH:13][C:11]([NH:10][C:3]1[C:2]([CH3:1])=[CH:7][C:6]([CH3:8])=[CH:5][C:4]=1[CH3:9])=[O:12])=[O:22])([CH3:28])[CH3:29]. (4) Given the reactants C([O:3][C:4]([C:6]1[N:7]=[C:8]2[CH:13]=[CH:12][C:11]([O:14][CH2:15][CH2:16][O:17][CH:18]3[CH2:23][CH2:22][CH2:21][CH2:20][O:19]3)=[CH:10][N:9]2[CH:24]=1)=[O:5])C.[OH-].[Na+].C(O)(=O)CC(CC(O)=O)(C(O)=O)O, predict the reaction product. The product is: [O:19]1[CH2:20][CH2:21][CH2:22][CH2:23][CH:18]1[O:17][CH2:16][CH2:15][O:14][C:11]1[CH:12]=[CH:13][C:8]2[N:9]([CH:24]=[C:6]([C:4]([OH:5])=[O:3])[N:7]=2)[CH:10]=1. (5) Given the reactants [F:1][C:2]1[CH:25]=[CH:24][C:5]([CH2:6][N:7]2[C:15]3[C:10](=[CH:11][C:12]([C:16]([O:18][CH2:19][CH3:20])=[O:17])=[CH:13][CH:14]=3)[C:9](SC)=[C:8]2[CH3:23])=[CH:4][CH:3]=1.Cl[C:27]1C=CC=C(C(OO)=O)C=1.[S:37]([O-:40])(O)=[O:38].[Na+], predict the reaction product. The product is: [F:1][C:2]1[CH:25]=[CH:24][C:5]([CH2:6][N:7]2[C:15]3[C:10](=[CH:11][C:12]([C:16]([O:18][CH2:19][CH3:20])=[O:17])=[CH:13][CH:14]=3)[C:9]([S:37]([CH3:27])(=[O:40])=[O:38])=[C:8]2[CH3:23])=[CH:4][CH:3]=1.